This data is from Reaction yield outcomes from USPTO patents with 853,638 reactions. The task is: Predict the reaction yield, written as a fraction of the theoretical maximum amount of product (1.0 means a 100% yield; for example, 0.34 means a 34% yield). The reactants are [CH3:1][O:2][C:3]1[CH:40]=[C:39]([O:41][CH3:42])[CH:38]=[CH:37][C:4]=1[CH2:5][NH:6][C:7]1[C:8]2[CH:15]=[CH:14][N:13]([C@H:16]3[C@@H:20]4[O:21][C:22]([CH3:25])([CH3:24])[O:23][C@@H:19]4[C@@H:18]([CH2:26][NH:27][CH:28]4[CH2:31][CH:30]([CH2:32][C:33]([O:35][CH3:36])=[O:34])[CH2:29]4)[O:17]3)[C:9]=2[N:10]=[CH:11][N:12]=1.[C:43]([BH3-])#N.[Na+].C(O)(=O)C.C=O. The catalyst is CO. The product is [CH3:1][O:2][C:3]1[CH:40]=[C:39]([O:41][CH3:42])[CH:38]=[CH:37][C:4]=1[CH2:5][NH:6][C:7]1[C:8]2[CH:15]=[CH:14][N:13]([C@H:16]3[C@@H:20]4[O:21][C:22]([CH3:24])([CH3:25])[O:23][C@@H:19]4[C@@H:18]([CH2:26][N:27]([CH3:43])[CH:28]4[CH2:29][CH:30]([CH2:32][C:33]([O:35][CH3:36])=[O:34])[CH2:31]4)[O:17]3)[C:9]=2[N:10]=[CH:11][N:12]=1. The yield is 1.00.